From a dataset of Forward reaction prediction with 1.9M reactions from USPTO patents (1976-2016). Predict the product of the given reaction. (1) Given the reactants CN([CH:4]=[O:5])C.O=P(Cl)(Cl)Cl.[CH2:11]([N:18]1[CH:22]=[C:21]([CH3:23])[C:20]([C:24]2[CH:29]=[CH:28][C:27]([Cl:30])=[CH:26][CH:25]=2)=[C:19]1[C:31]([N:33]1[CH2:38][CH2:37][O:36][CH2:35][CH2:34]1)=[O:32])[C:12]1[CH:17]=[CH:16][CH:15]=[CH:14][CH:13]=1.C1C=NC2N(O)N=NC=2C=1, predict the reaction product. The product is: [CH2:11]([N:18]1[C:19]([C:31]([N:33]2[CH2:34][CH2:35][O:36][CH2:37][CH2:38]2)=[O:32])=[C:20]([C:24]2[CH:25]=[CH:26][C:27]([Cl:30])=[CH:28][CH:29]=2)[C:21]([CH3:23])=[C:22]1[CH:4]=[O:5])[C:12]1[CH:13]=[CH:14][CH:15]=[CH:16][CH:17]=1. (2) Given the reactants [Br:1][C:2]1[CH:3]=[CH:4][C:5](N)=[N:6][C:7]=1[CH3:8].N([O-])=O.[Na+].[OH-].[Na+].[ClH:16], predict the reaction product. The product is: [Br:1][C:2]1[C:7]([CH3:8])=[N:6][C:5]([Cl:16])=[CH:4][CH:3]=1.